This data is from Peptide-MHC class I binding affinity with 185,985 pairs from IEDB/IMGT. The task is: Regression. Given a peptide amino acid sequence and an MHC pseudo amino acid sequence, predict their binding affinity value. This is MHC class I binding data. The binding affinity (normalized) is 0.0847. The peptide sequence is TKDTNDNNL. The MHC is HLA-A02:03 with pseudo-sequence HLA-A02:03.